From a dataset of Merck oncology drug combination screen with 23,052 pairs across 39 cell lines. Regression. Given two drug SMILES strings and cell line genomic features, predict the synergy score measuring deviation from expected non-interaction effect. (1) Drug 1: C=CCn1c(=O)c2cnc(Nc3ccc(N4CCN(C)CC4)cc3)nc2n1-c1cccc(C(C)(C)O)n1. Cell line: NCIH460. Drug 2: NC1(c2ccc(-c3nc4ccn5c(=O)[nH]nc5c4cc3-c3ccccc3)cc2)CCC1. Synergy scores: synergy=10.2. (2) Drug 1: Cn1nnc2c(C(N)=O)ncn2c1=O. Drug 2: O=C(O)C1(Cc2cccc(Nc3nccs3)n2)CCC(Oc2cccc(Cl)c2F)CC1. Cell line: LOVO. Synergy scores: synergy=2.18. (3) Drug 1: CC(=O)OC1C(=O)C2(C)C(O)CC3OCC3(OC(C)=O)C2C(OC(=O)c2ccccc2)C2(O)CC(OC(=O)C(O)C(NC(=O)c3ccccc3)c3ccccc3)C(C)=C1C2(C)C. Drug 2: Cn1nnc2c(C(N)=O)ncn2c1=O. Cell line: LOVO. Synergy scores: synergy=3.43.